From a dataset of Full USPTO retrosynthesis dataset with 1.9M reactions from patents (1976-2016). Predict the reactants needed to synthesize the given product. (1) Given the product [C:1]([O:5][C:6](=[O:32])[NH:7][C@@H:8]([CH2:9][C:10]1[CH:15]=[CH:14][CH:13]=[CH:12][CH:11]=1)[C:16](=[O:34])/[CH:21]=[CH:20]/[C:22]1[CH:27]=[CH:26][C:25]([N+:28]([O-:30])=[O:29])=[CH:24][CH:23]=1)([CH3:4])([CH3:3])[CH3:2], predict the reactants needed to synthesize it. The reactants are: [C:1]([O:5][C:6](=[O:32])[NH:7][CH:8]([C:16]1NC(=O)C=[C:20]([C:22]2[CH:27]=[CH:26][C:25]([N+:28]([O-:30])=[O:29])=[CH:24][CH:23]=2)[CH:21]=1)[CH2:9][C:10]1[CH:15]=[CH:14][CH:13]=[CH:12][CH:11]=1)([CH3:4])([CH3:3])[CH3:2].C[O:34]P(CC(=O)[C@@H](NC(OC(C)(C)C)=O)CC1C=CC=CC=1)(=O)OC.[N+](C1C=CC(C=O)=CC=1)([O-])=O.C(=O)([O-])[O-].[K+].[K+]. (2) Given the product [C:1]([O:5][C:6](=[N:29][NH:30][C:31]([NH2:33])=[O:32])[CH2:7][CH:8]([NH2:11])[CH:9]=[O:10])([CH3:4])([CH3:2])[CH3:3], predict the reactants needed to synthesize it. The reactants are: [C:1]([O:5][C:6](=[N:29][NH:30][C:31]([NH2:33])=[O:32])[CH2:7][CH:8]([NH:11]C(OCC1C2CC3C(=CC=CC=3)C=2C=CC=1)=O)[CH:9]=[O:10])([CH3:4])([CH3:3])[CH3:2].C(NCC)C. (3) Given the product [NH2:1][C:4]1[C:5]([C:15]([O:17][CH3:18])=[O:16])=[N:6][N:7]([CH:9]2[CH2:14][CH2:13][CH2:12][CH2:11][O:10]2)[CH:8]=1, predict the reactants needed to synthesize it. The reactants are: [N+:1]([C:4]1[C:5]([C:15]([O:17][CH3:18])=[O:16])=[N:6][N:7]([CH:9]2[CH2:14][CH2:13][CH2:12][CH2:11][O:10]2)[CH:8]=1)([O-])=O.C([O-])=O.[NH4+]. (4) Given the product [CH2:1]([O:3][C:4]([C:6]1[O:14][C:13]2[C:12]([C:15]3[CH:20]=[CH:19][CH:18]=[CH:17][CH:16]=3)=[CH:11][N:10]=[CH:9][C:8]=2[C:7]=1[NH:21][C:22]1[CH:27]=[CH:26][C:25]([I:33])=[CH:24][C:23]=1[F:32])=[O:5])[CH3:2], predict the reactants needed to synthesize it. The reactants are: [CH2:1]([O:3][C:4]([C:6]1[O:14][C:13]2[C:12]([C:15]3[CH:20]=[CH:19][CH:18]=[CH:17][CH:16]=3)=[CH:11][N:10]=[CH:9][C:8]=2[C:7]=1[NH:21][C:22]1[CH:27]=[CH:26][C:25]([Si](C)(C)C)=[CH:24][C:23]=1[F:32])=[O:5])[CH3:2].[I:33]Cl.[O-]S([O-])(=S)=O.[Na+].[Na+]. (5) Given the product [Cl:17][C:11]1[CH:10]=[C:9]([C:6]2[CH:7]=[CH:8][N:4]([CH2:3][C@@H:2]([NH:1][C:37]([C:35]3[N:36]=[C:32]([CH:29]4[CH2:28][CH2:27][N:26]([C:24]([O:23][C:19]([CH3:22])([CH3:21])[CH3:20])=[O:25])[CH2:31][CH2:30]4)[S:33][CH:34]=3)=[O:38])[CH3:18])[N:5]=2)[CH:16]=[CH:15][C:12]=1[C:13]#[N:14], predict the reactants needed to synthesize it. The reactants are: [NH2:1][CH:2]([CH3:18])[CH2:3][N:4]1[CH:8]=[CH:7][C:6]([C:9]2[CH:16]=[CH:15][C:12]([C:13]#[N:14])=[C:11]([Cl:17])[CH:10]=2)=[N:5]1.[C:19]([O:23][C:24]([N:26]1[CH2:31][CH2:30][CH:29]([C:32]2[S:33][CH:34]=[C:35]([C:37](O)=[O:38])[N:36]=2)[CH2:28][CH2:27]1)=[O:25])([CH3:22])([CH3:21])[CH3:20]. (6) Given the product [Br:1][C:2]1[C:3]([C:8]2[S:9][C:10]([Cl:13])=[CH:11][CH:12]=2)=[N:4][N:5]([CH2:17][CH3:18])[C:6]=1[CH3:7], predict the reactants needed to synthesize it. The reactants are: [Br:1][C:2]1[C:3]([C:8]2[S:9][C:10]([Cl:13])=[CH:11][CH:12]=2)=[N:4][NH:5][C:6]=1[CH3:7].[H-].[Na+].I[CH2:17][CH3:18].[Cl-].[NH4+]. (7) Given the product [C:7]([C:9]1[CH:10]=[C:11]([C:15]2[C:16]([C:17]([O:19][CH3:20])=[O:18])=[CH:31][NH:32][CH:33]=2)[CH:12]=[CH:13][CH:14]=1)#[N:8], predict the reactants needed to synthesize it. The reactants are: CC(C)([O-])C.[K+].[C:7]([C:9]1[CH:10]=[C:11](/[CH:15]=[CH:16]/[C:17]([O:19][CH3:20])=[O:18])[CH:12]=[CH:13][CH:14]=1)#[N:8].S([CH2:31][N+:32]#[C-:33])(C1C=CC(C)=CC=1)(=O)=O.